This data is from Reaction yield outcomes from USPTO patents with 853,638 reactions. The task is: Predict the reaction yield, written as a fraction of the theoretical maximum amount of product (1.0 means a 100% yield; for example, 0.34 means a 34% yield). (1) The reactants are [C:1]1([S:7]([N:10]2[C:14]3=[N:15][CH:16]=[CH:17][CH:18]=[C:13]3[C:12]([CH2:19][C:20]3[CH:21]=[CH:22][C:23]([NH2:26])=[N:24][CH:25]=3)=[CH:11]2)(=[O:9])=[O:8])[CH:6]=[CH:5][CH:4]=[CH:3][CH:2]=1.[Cl:27][C:28]1C=NC=[CH:32][C:33]=1C=O.F[C:37](F)(F)C(O)=O.C([SiH](CC)CC)C.C(=O)([O-])[O-].[K+].[K+].[C:56](#[N:58])[CH3:57]. No catalyst specified. The product is [C:1]1([S:7]([N:10]2[C:14]3=[N:15][CH:16]=[CH:17][CH:18]=[C:13]3[C:12]([CH2:19][C:20]3[CH:21]=[CH:22][C:23]([NH:26][CH2:37][C:57]4[CH:56]=[N:58][CH:32]=[CH:33][C:28]=4[Cl:27])=[N:24][CH:25]=3)=[CH:11]2)(=[O:9])=[O:8])[CH:6]=[CH:5][CH:4]=[CH:3][CH:2]=1. The yield is 0.496. (2) The reactants are C(=O)([O-])[O-].[K+].[K+].[OH:7][C:8]1[CH:12]=[C:11]([CH3:13])[NH:10][N:9]=1.[Cl:14][C:15]1[CH:16]=[C:17]([C:23]([F:26])([F:25])[F:24])[CH:18]=[C:19]([F:22])[C:20]=1F.Cl. The catalyst is CN(C=O)C. The product is [Cl:14][C:15]1[CH:16]=[C:17]([C:23]([F:24])([F:25])[F:26])[CH:18]=[C:19]([F:22])[C:20]=1[O:7][C:8]1[CH:12]=[C:11]([CH3:13])[NH:10][N:9]=1. The yield is 0.338. (3) The reactants are [Cl:1][C:2]1[CH:7]=[CH:6][C:5]([CH2:8]Cl)=[CH:4][N:3]=1.[NH2:10][CH:11]([CH3:15])[CH2:12][O:13][CH3:14].C(=O)([O-])[O-].[K+].[K+]. The catalyst is C(#N)C. The product is [Cl:1][C:2]1[N:3]=[CH:4][C:5]([CH2:8][NH:10][CH:11]([CH3:15])[CH2:12][O:13][CH3:14])=[CH:6][CH:7]=1. The yield is 0.480. (4) The reactants are C(OC([N:8]1[CH2:13][CH2:12][CH:11]([CH2:14][CH2:15][O:16][C:17]2[CH:26]=[C:25]3[C:20]([C:21](=[O:35])[N:22]([CH2:27][O:28][C:29](=[O:34])[C:30]([CH3:33])([CH3:32])[CH3:31])[CH:23]=[N:24]3)=[CH:19][C:18]=2[O:36][CH3:37])[CH2:10][CH2:9]1)=O)(C)(C)C.O.C(=O)([O-])O.[Na+]. The catalyst is C(Cl)Cl. The product is [NH:8]1[CH2:13][CH2:12][CH:11]([CH2:14][CH2:15][O:16][C:17]2[CH:26]=[C:25]3[C:20]([C:21](=[O:35])[N:22]([CH2:27][O:28][C:29](=[O:34])[C:30]([CH3:33])([CH3:31])[CH3:32])[CH:23]=[N:24]3)=[CH:19][C:18]=2[O:36][CH3:37])[CH2:10][CH2:9]1. The yield is 1.00. (5) The reactants are [CH3:1][C:2]1[C:11]2[C:6](=[CH:7][C:8]([C:12]([F:15])([F:14])[F:13])=[CH:9][CH:10]=2)[NH:5][C:4](=[O:16])[C:3]=1[C:17]([O-:19])=[O:18].C([O-])([O-])=O.[K+].[K+].Br[CH2:27][CH2:28][CH2:29][CH3:30].[CH3:31][CH2:32]OC(C)=O.CCCCCC. The catalyst is CS(C)=O.O. The product is [CH2:27]([N:5]1[C:6]2[C:11](=[CH:10][CH:9]=[C:8]([C:12]([F:14])([F:15])[F:13])[CH:7]=2)[C:2]([CH3:1])=[C:3]([C:17]([O:19][CH2:31][CH3:32])=[O:18])[C:4]1=[O:16])[CH2:28][CH2:29][CH3:30]. The yield is 0.400. (6) The reactants are Br[C:2]1[CH:3]=[CH:4][C:5](OCCCCCCC)=[C:6]([CH:38]=1)[C:7]([NH:9][C@@H:10]([CH2:14][C:15]1[CH:20]=[CH:19][C:18]([C:21]2[CH:26]=[CH:25][CH:24]=[CH:23][C:22]=2OC2C=CC(C(F)(F)F)=CC=2)=[CH:17][CH:16]=1)[C:11]([OH:13])=[O:12])=[O:8].[C:47]([C:51]1[CH:56]=[CH:55][C:54](B(O)O)=[CH:53][CH:52]=1)([CH3:50])([CH3:49])[CH3:48]. No catalyst specified. The product is [C:18]1([C:21]2[CH:26]=[CH:25][CH:24]=[CH:23][CH:22]=2)[CH:19]=[CH:20][C:15]([CH2:14][C@H:10]([NH:9][C:7]([C:6]2[CH:38]=[C:2]([C:54]3[CH:55]=[CH:56][C:51]([C:47]([CH3:50])([CH3:49])[CH3:48])=[CH:52][CH:53]=3)[CH:3]=[CH:4][CH:5]=2)=[O:8])[C:11]([OH:13])=[O:12])=[CH:16][CH:17]=1. The yield is 0.850.